This data is from Full USPTO retrosynthesis dataset with 1.9M reactions from patents (1976-2016). The task is: Predict the reactants needed to synthesize the given product. (1) Given the product [I:18][C:3]1[C:4]2[C:9](=[CH:8][CH:7]=[C:6]([CH:10]=[O:11])[CH:5]=2)[NH:1][N:2]=1, predict the reactants needed to synthesize it. The reactants are: [NH:1]1[C:9]2[C:4](=[CH:5][C:6]([CH:10]=[O:11])=[CH:7][CH:8]=2)[CH:3]=[N:2]1.C([O-])([O-])=O.[K+].[K+].[I:18]I.[O-]S(S([O-])=O)=O.[Na+].[Na+].S([O-])(O)(=O)=O.[Na+]. (2) Given the product [Cl:30][C:31]1[CH:32]=[C:33]([C:39]([OH:41])=[O:40])[CH:34]=[N:35][C:36]=1[NH:37][NH:3][C:6]([NH:8][CH:9]1[C:10]2[CH:24]=[N:25][CH:26]=[CH:27][C:22]=2[CH2:21][CH2:20][C:19]2[C:14]([F:13])=[CH:15][CH:16]=[CH:17][C:18]1=2)=[O:7], predict the reactants needed to synthesize it. The reactants are: C1N=C[N:3]([C:6]([N:8]2C=N[CH:10]=[CH:9]2)=[O:7])C=1.[F:13][C:14]1[C:19]2[CH2:20][CH2:21][C:22]3[CH:27]=[CH:26][N:25]=[CH:24]C=3C(N)[C:18]=2[CH:17]=[CH:16][CH:15]=1.[Cl:30][C:31]1[CH:32]=[C:33]([C:39]([OH:41])=[O:40])[CH:34]=[N:35][C:36]=1[NH:37]N. (3) Given the product [O:9]1[CH:10]=[CH:11][N:12]=[C:8]1[C:5]1[CH:6]=[CH:7][C:2]([Cl:1])=[CH:3][C:4]=1[C:18]1[CH:19]=[CH:20][CH:15]=[CH:16][C:17]=1[S:22]([NH2:26])(=[O:24])=[O:23], predict the reactants needed to synthesize it. The reactants are: [Cl:1][C:2]1[CH:7]=[CH:6][C:5]([C:8]2[O:9][CH:10]=[CH:11][N:12]=2)=[C:4](N)[CH:3]=1.Cl[C:15]1[CH:16]=[C:17]([S:22](Cl)(=[O:24])=[O:23])[CH:18]=[CH:19][C:20]=1Cl.[N:26]1C=CC=CC=1. (4) The reactants are: [Cl:1][C:2]1[CH:3]=[C:4]([NH:9][C:10]([C:12]2[CH:16]=[CH:15][NH:14][N:13]=2)=[O:11])[CH:5]=[CH:6][C:7]=1[F:8].[N:17]([CH2:20][CH2:21][CH2:22][CH2:23][CH2:24][C:25]([O:27][CH2:28][CH3:29])=[O:26])=[C:18]=[O:19]. Given the product [CH2:28]([O:27][C:25](=[O:26])[CH2:24][CH2:23][CH2:22][CH2:21][CH2:20][NH:17][C:18]([N:14]1[CH:15]=[CH:16][C:12]([C:10](=[O:11])[NH:9][C:4]2[CH:5]=[CH:6][C:7]([F:8])=[C:2]([Cl:1])[CH:3]=2)=[N:13]1)=[O:19])[CH3:29], predict the reactants needed to synthesize it. (5) Given the product [CH3:1][S:2]([O:6][CH2:7][CH2:8][O:9][C:10]1[CH:11]=[CH:12][C:13]([C:16]2[CH:21]=[CH:20][C:19]([C:22]([O:24][CH2:25][CH3:26])=[O:23])=[CH:18][CH:17]=2)=[CH:14][CH:15]=1)(=[O:4])=[O:3], predict the reactants needed to synthesize it. The reactants are: [CH3:1][S:2](Cl)(=[O:4])=[O:3].[OH:6][CH2:7][CH2:8][O:9][C:10]1[CH:15]=[CH:14][C:13]([C:16]2[CH:21]=[CH:20][C:19]([C:22]([O:24][CH2:25][CH3:26])=[O:23])=[CH:18][CH:17]=2)=[CH:12][CH:11]=1.C(N(CC)CC)C.Cl. (6) Given the product [F:1][C:2]1[C:7]([F:8])=[CH:6][CH:5]=[CH:4][C:3]=1[C:9]1[N:30]=[C:12]2[CH:13]=[N:14][N:15]([CH2:17][C:18]3[O:22][N:21]=[C:20]([C:23]4[CH:28]=[CH:27][C:26]([CH2:35][CH2:34][C:33]([F:38])([F:37])[F:32])=[CH:25][CH:24]=4)[CH:19]=3)[CH:16]=[C:11]2[N:10]=1, predict the reactants needed to synthesize it. The reactants are: [F:1][C:2]1[C:7]([F:8])=[CH:6][CH:5]=[CH:4][C:3]=1[C:9]1[N:30]=[C:12]2[CH:13]=[N:14][N:15]([CH2:17][C:18]3[O:22][N:21]=[C:20]([C:23]4[CH:28]=[CH:27][C:26](I)=[CH:25][CH:24]=4)[CH:19]=3)[CH:16]=[C:11]2[N:10]=1.[I-].[F:32][C:33]([F:38])([F:37])[CH2:34][CH2:35][Zn+].[I-]. (7) Given the product [CH3:17][C:16]1[O:15][N:14]=[C:13]([C:18]([F:21])([F:20])[F:19])[C:12]=1[CH2:10][OH:9], predict the reactants needed to synthesize it. The reactants are: [H-].[Al+3].[Li+].[H-].[H-].[H-].C([O:9][C:10]([C:12]1[C:13]([C:18]([F:21])([F:20])[F:19])=[N:14][O:15][C:16]=1[CH3:17])=O)C.C(OCC)(=O)C.O.